From a dataset of Forward reaction prediction with 1.9M reactions from USPTO patents (1976-2016). Predict the product of the given reaction. (1) Given the reactants [Br:1][C:2]1[CH:7]=[C:6](F)[CH:5]=[C:4]([Br:9])[CH:3]=1.[CH:10]1[C:22]2[NH:21][C:20]3[C:15](=[CH:16][CH:17]=[CH:18][CH:19]=3)[C:14]=2[CH:13]=[CH:12][CH:11]=1.C(=O)([O-])[O-].[Cs+].[Cs+], predict the reaction product. The product is: [Br:1][C:2]1[CH:7]=[C:6]([N:21]2[C:22]3[CH:10]=[CH:11][CH:12]=[CH:13][C:14]=3[C:15]3[C:20]2=[CH:19][CH:18]=[CH:17][CH:16]=3)[CH:5]=[C:4]([Br:9])[CH:3]=1. (2) Given the reactants [F:1][CH:2]([F:25])[C:3]1[N:8]2[N:9]=[CH:10][C:11]([C:12](O)=[O:13])=[C:7]2[N:6]=[C:5]([C:15]2[CH:20]=[CH:19][C:18]([C:21]([F:24])([F:23])[F:22])=[CH:17][CH:16]=2)[CH:4]=1.[OH:26][CH2:27][C:28]([NH:31][S:32]([C:35]1[S:36][C:37]([CH3:41])=[C:38]([NH2:40])[CH:39]=1)(=[O:34])=[O:33])([CH3:30])[CH3:29], predict the reaction product. The product is: [OH:26][CH2:27][C:28]([NH:31][S:32]([C:35]1[S:36][C:37]([CH3:41])=[C:38]([NH:40][C:12]([C:11]2[CH:10]=[N:9][N:8]3[C:3]([CH:2]([F:1])[F:25])=[CH:4][C:5]([C:15]4[CH:16]=[CH:17][C:18]([C:21]([F:24])([F:22])[F:23])=[CH:19][CH:20]=4)=[N:6][C:7]=23)=[O:13])[CH:39]=1)(=[O:34])=[O:33])([CH3:30])[CH3:29].